Dataset: Tyrosyl-DNA phosphodiesterase HTS with 341,365 compounds. Task: Binary Classification. Given a drug SMILES string, predict its activity (active/inactive) in a high-throughput screening assay against a specified biological target. The drug is S(=O)(=O)(N1CCOCC1)c1ccc(SCC(=O)NC(=O)NCC)nc1. The result is 0 (inactive).